This data is from Full USPTO retrosynthesis dataset with 1.9M reactions from patents (1976-2016). The task is: Predict the reactants needed to synthesize the given product. Given the product [Cl:38][C:31]1[CH:30]=[C:29]([C:26]2[CH:27]=[CH:28][N:24]([CH2:23][C@@H:22]([NH:21][C:10]([C:8]3[N:9]=[C:5]([C:2]([OH:1])([CH3:3])[CH3:4])[N:6]([CH2:13][O:14][CH2:15][CH2:16][Si:17]([CH3:20])([CH3:19])[CH3:18])[CH:7]=3)=[O:12])[CH3:39])[N:25]=2)[CH:36]=[C:35]([F:37])[C:32]=1[C:33]#[N:34], predict the reactants needed to synthesize it. The reactants are: [OH:1][C:2]([C:5]1[N:6]([CH2:13][O:14][CH2:15][CH2:16][Si:17]([CH3:20])([CH3:19])[CH3:18])[CH:7]=[C:8]([C:10]([OH:12])=O)[N:9]=1)([CH3:4])[CH3:3].[NH2:21][C@@H:22]([CH3:39])[CH2:23][N:24]1[CH:28]=[CH:27][C:26]([C:29]2[CH:36]=[C:35]([F:37])[C:32]([C:33]#[N:34])=[C:31]([Cl:38])[CH:30]=2)=[N:25]1.